From a dataset of Full USPTO retrosynthesis dataset with 1.9M reactions from patents (1976-2016). Predict the reactants needed to synthesize the given product. (1) Given the product [C:35]([O:39][C:40](=[O:64])[CH2:41][CH2:42][N:43]([C:57]([O:59][C:60]([CH3:63])([CH3:62])[CH3:61])=[O:58])[CH2:44][C:45]([N:47]1[C:55]2[C:50](=[CH:51][C:52]([O:12][CH2:11][C:10]3[CH:13]=[CH:14][C:7]([CH:1]4[CH2:2][CH2:3][CH2:4][CH2:5][CH2:6]4)=[C:8]([F:15])[CH:9]=3)=[CH:53][CH:54]=2)[CH2:49][CH2:48]1)=[O:46])([CH3:38])([CH3:37])[CH3:36], predict the reactants needed to synthesize it. The reactants are: [CH:1]1([C:7]2[CH:14]=[CH:13][C:10]([CH2:11][OH:12])=[CH:9][C:8]=2[F:15])[CH2:6][CH2:5][CH2:4][CH2:3][CH2:2]1.C1(P(C2C=CC=CC=2)C2C=CC=CC=2)C=CC=CC=1.[C:35]([O:39][C:40](=[O:64])[CH2:41][CH2:42][N:43]([C:57]([O:59][C:60]([CH3:63])([CH3:62])[CH3:61])=[O:58])[CH2:44][C:45]([N:47]1[C:55]2[C:50](=[CH:51][C:52](O)=[CH:53][CH:54]=2)[CH2:49][CH2:48]1)=[O:46])([CH3:38])([CH3:37])[CH3:36].CCOC(/N=N/C(OCC)=O)=O. (2) Given the product [F:1][C:2]1[CH:7]=[CH:6][CH:5]=[CH:4][C:3]=1[CH2:8][O:9][C:10]1[CH:11]=[C:12]([C@H:16]2[CH2:20][CH2:19][C@:18]3([CH2:24][CH2:23][N:22]([CH3:35])[C:21]3=[O:25])[N:17]2[C:26]([O:28][C:29]([CH3:32])([CH3:31])[CH3:30])=[O:27])[CH:13]=[CH:14][CH:15]=1, predict the reactants needed to synthesize it. The reactants are: [F:1][C:2]1[CH:7]=[CH:6][CH:5]=[CH:4][C:3]=1[CH2:8][O:9][C:10]1[CH:11]=[C:12]([C@H:16]2[CH2:20][CH2:19][C@:18]3([CH2:24][CH2:23][NH:22][C:21]3=[O:25])[N:17]2[C:26]([O:28][C:29]([CH3:32])([CH3:31])[CH3:30])=[O:27])[CH:13]=[CH:14][CH:15]=1.[H-].[Na+].[CH3:35]I. (3) Given the product [C:1]([O:5][C:6]([N:8]1[CH2:13][CH2:12][CH:11]([C:14]2[S:16][CH:18]=[C:19]([C:20]([O:22][CH2:23][CH3:24])=[O:21])[N:15]=2)[CH2:10][CH2:9]1)=[O:7])([CH3:4])([CH3:2])[CH3:3], predict the reactants needed to synthesize it. The reactants are: [C:1]([O:5][C:6]([N:8]1[CH2:13][CH2:12][CH:11]([C:14](=[S:16])[NH2:15])[CH2:10][CH2:9]1)=[O:7])([CH3:4])([CH3:3])[CH3:2].Br[CH2:18][C:19](=O)[C:20]([O:22][CH2:23][CH3:24])=[O:21].C(N(CC)CC)C.CCCCCC. (4) The reactants are: [CH3:1][O:2][C:3](=[O:7])[C:4](Cl)=[O:5].[C:8]([SiH2:12][O:13][C:14]([C:31]1[CH:36]=[CH:35][CH:34]=[CH:33][CH:32]=1)([C:25]1[CH:30]=[CH:29][CH:28]=[CH:27][CH:26]=1)[C:15]1[CH:20]=[CH:19][N:18]2[N:21]=[C:22]([CH3:24])[CH:23]=[C:17]2[CH:16]=1)([CH3:11])([CH3:10])[CH3:9].C(=O)([O-])[O-].[Na+].[Na+]. Given the product [CH3:1][O:2][C:3](=[O:7])[C:4]([C:23]1[C:22]([CH3:24])=[N:21][N:18]2[CH:19]=[CH:20][C:15]([C:14]([C:31]3[CH:32]=[CH:33][CH:34]=[CH:35][CH:36]=3)([C:25]3[CH:26]=[CH:27][CH:28]=[CH:29][CH:30]=3)[O:13][SiH2:12][C:8]([CH3:11])([CH3:10])[CH3:9])=[CH:16][C:17]=12)=[O:5], predict the reactants needed to synthesize it. (5) The reactants are: [Br:1][C:2]1[CH:7]=[CH:6][C:5]([S:8]([N:11]([CH3:13])[CH3:12])(=[O:10])=[O:9])=[C:4](F)[CH:3]=1.[C-:15]#[N:16].[Na+]. Given the product [Br:1][C:2]1[CH:7]=[CH:6][C:5]([S:8]([N:11]([CH3:13])[CH3:12])(=[O:10])=[O:9])=[C:4]([C:15]#[N:16])[CH:3]=1, predict the reactants needed to synthesize it. (6) Given the product [CH3:1][C:2]1[C:3](=[O:27])[O:4][C:5]([C:10]2[O:11][C:12]3[CH:18]=[CH:17][C:16]([CH2:19][CH:20]4[C:24](=[O:25])[NH:23][C:22](=[O:26])[S:21]4)=[CH:15][C:13]=3[CH:14]=2)=[C:6]([CH3:9])[C:7]=1[OH:8], predict the reactants needed to synthesize it. The reactants are: [CH3:1][C:2]1[C:3](=[O:27])[O:4][C:5]([C:10]2[O:11][C:12]3[CH:18]=[CH:17][C:16]([CH:19]=[C:20]4[C:24](=[O:25])[NH:23][C:22](=[O:26])[S:21]4)=[CH:15][C:13]=3[CH:14]=2)=[C:6]([CH3:9])[C:7]=1[OH:8].CCO.[H][H]. (7) Given the product [CH:16]([C:12]1[CH:11]=[CH:10][C:9]([S:8][C:5]2[CH:6]=[CH:7][C:2]([C:19]#[N:20])=[CH:3][C:4]=2[CH3:18])=[N:14][C:13]=1[CH3:15])=[O:17], predict the reactants needed to synthesize it. The reactants are: Br[C:2]1[CH:7]=[CH:6][C:5]([S:8][C:9]2[N:14]=[C:13]([CH3:15])[C:12]([CH:16]=[O:17])=[CH:11][CH:10]=2)=[C:4]([CH3:18])[CH:3]=1.[CH3:19][N:20](C=O)C. (8) Given the product [CH3:1][O:2][C:3]1[CH:12]=[C:11]2[C:6]([CH2:7][CH2:8][CH:9]=[C:10]2[CH2:16][C:14]#[N:15])=[CH:5][CH:4]=1, predict the reactants needed to synthesize it. The reactants are: [CH3:1][O:2][C:3]1[CH:12]=[C:11]2[C:6]([CH2:7][CH2:8][CH2:9][C:10]2=O)=[CH:5][CH:4]=1.[C:14]([CH2:16]C(O)=O)#[N:15].C(O)(=O)CCCCCC.NC1C=CC=CC=1. (9) Given the product [O:27]=[C:25]([NH:32][CH2:31][C:30]([F:34])([F:33])[F:29])[CH2:24][NH:23][C:21](=[O:22])[O:20][CH2:19][C:13]1[CH:14]=[CH:15][CH:16]=[CH:17][CH:18]=1, predict the reactants needed to synthesize it. The reactants are: C1N=CN(C(N2C=NC=C2)=O)C=1.[C:13]1([CH2:19][O:20][C:21]([NH:23][CH2:24][C:25]([OH:27])=O)=[O:22])[CH:18]=[CH:17][CH:16]=[CH:15][CH:14]=1.Cl.[F:29][C:30]([F:34])([F:33])[CH2:31][NH2:32]. (10) The reactants are: C([NH:8][C@@H:9]([C:13]([N:15]1[CH2:20][CH2:19][CH:18]([CH:21]2[CH2:26][CH2:25][N:24]([CH3:27])[CH2:23][CH2:22]2)[CH2:17][CH2:16]1)=[O:14])[CH:10]([CH3:12])[CH3:11])(OC(C)(C)C)=O.[ClH:28]. Given the product [ClH:28].[ClH:28].[NH2:8][C@@H:9]([C:13]([N:15]1[CH2:20][CH2:19][CH:18]([CH:21]2[CH2:22][CH2:23][N:24]([CH3:27])[CH2:25][CH2:26]2)[CH2:17][CH2:16]1)=[O:14])[CH:10]([CH3:11])[CH3:12], predict the reactants needed to synthesize it.